This data is from Catalyst prediction with 721,799 reactions and 888 catalyst types from USPTO. The task is: Predict which catalyst facilitates the given reaction. (1) Reactant: [F:1][C:2]1[CH:3]=[C:4]([C:8]2[C:12]([C:13]([OH:15])=O)=[C:11]([CH3:16])[O:10][N:9]=2)[CH:5]=[CH:6][CH:7]=1.Cl.C(N=C=NCCCN(C)C)C.[F:29][C:30]([F:44])([F:43])[C:31]1[CH:32]=[C:33]([N:37]2[CH2:42][CH2:41][NH:40][CH2:39][CH2:38]2)[CH:34]=[CH:35][CH:36]=1. Product: [F:1][C:2]1[CH:3]=[C:4]([C:8]2[C:12]([C:13]([N:40]3[CH2:39][CH2:38][N:37]([C:33]4[CH:34]=[CH:35][CH:36]=[C:31]([C:30]([F:43])([F:44])[F:29])[CH:32]=4)[CH2:42][CH2:41]3)=[O:15])=[C:11]([CH3:16])[O:10][N:9]=2)[CH:5]=[CH:6][CH:7]=1. The catalyst class is: 4. (2) Reactant: [H-].[H-].[H-].[H-].[Li+].[Al+3].[F:7][C:8]1[CH:13]=[CH:12][C:11]([N:14]=[CH:15][C:16]2[C:17]([NH:24][CH3:25])=[N:18][C:19]([S:22][CH3:23])=[N:20][CH:21]=2)=[CH:10][C:9]=1[N+:26]([O-:28])=[O:27].[OH-].[Na+]. Product: [F:7][C:8]1[CH:13]=[CH:12][C:11]([NH:14][CH2:15][C:16]2[C:17]([NH:24][CH3:25])=[N:18][C:19]([S:22][CH3:23])=[N:20][CH:21]=2)=[CH:10][C:9]=1[N+:26]([O-:28])=[O:27]. The catalyst class is: 1. (3) Reactant: [C:1]([O:5][C:6]([N:8]1[CH2:12][C@H:11]([O:13][Si:14]([C:17]([CH3:20])([CH3:19])[CH3:18])([CH3:16])[CH3:15])[CH2:10][C@@H:9]1[C:21](=[O:38])[NH:22][C:23]1[CH:28]=[CH:27][C:26]([C:29]2[CH:34]=[CH:33][CH:32]=[CH:31][C:30]=2SC)=[CH:25][C:24]=1[F:37])=[O:7])([CH3:4])([CH3:3])[CH3:2].Cl[C:40]1C=C(C=CC=1)C(OO)=O.[O-:50][S:51]([O-:54])(=S)=O.[Na+].[Na+]. Product: [C:1]([O:5][C:6]([N:8]1[CH2:12][C@H:11]([O:13][Si:14]([C:17]([CH3:20])([CH3:19])[CH3:18])([CH3:16])[CH3:15])[CH2:10][C@@H:9]1[C:21](=[O:38])[NH:22][C:23]1[CH:28]=[CH:27][C:26]([C:29]2[CH:34]=[CH:33][CH:32]=[CH:31][C:30]=2[S:51]([CH3:40])(=[O:54])=[O:50])=[CH:25][C:24]=1[F:37])=[O:7])([CH3:2])([CH3:3])[CH3:4]. The catalyst class is: 25. (4) Reactant: Br[C:2]1[CH:31]=[CH:30][CH:29]=[C:28]([C:32]([F:35])([F:34])[F:33])[C:3]=1[CH2:4][N:5]1[C:13]2[C:8](=[C:9]([F:14])[CH:10]=[CH:11][CH:12]=2)[C:7]([C:15]2[C:24]([F:25])=[CH:23][C:18]([C:19]([O:21][CH3:22])=O)=[C:17]([O:26][CH3:27])[CH:16]=2)=[N:6]1.[CH:36](B(O)O)=[CH2:37].[O-]P([O-])([O-])=O.[K+].[K+].[K+].[OH2:49]. Product: [F:25][C:24]1[C:15]([C:7]2[C:8]3[C:13](=[CH:12][CH:11]=[CH:10][C:9]=3[F:14])[N:5]([CH2:4][C:3]3[C:2]([CH:36]=[CH2:37])=[CH:31][CH:30]=[CH:29][C:28]=3[C:32]([F:35])([F:33])[F:34])[N:6]=2)=[CH:16][C:17]([O:26][CH3:27])=[C:18]([CH:23]=1)[C:19]([O:21][CH3:22])=[O:49]. The catalyst class is: 75.